From a dataset of Forward reaction prediction with 1.9M reactions from USPTO patents (1976-2016). Predict the product of the given reaction. (1) Given the reactants [C:1]([C:4]1[CH:8]=[CH:7][S:6][CH:5]=1)(=[O:3])[CH3:2].CCN(C(C)C)C(C)C.[Si:18](OS(C(F)(F)F)(=O)=O)([CH:25]([CH3:27])[CH3:26])([CH:22]([CH3:24])[CH3:23])[CH:19]([CH3:21])[CH3:20], predict the reaction product. The product is: [CH:19]([Si:18]([CH:25]([CH3:27])[CH3:26])([CH:22]([CH3:24])[CH3:23])[O:3][C:1]([C:4]1[CH:8]=[CH:7][S:6][CH:5]=1)=[CH2:2])([CH3:21])[CH3:20]. (2) Given the reactants [F:1][C:2]1[CH:3]=[C:4]([CH:8]=[CH:9][CH:10]=1)[C:5]([NH2:7])=[NH:6].[Cl:11][C:12]1[CH:23]=[C:22]([Cl:24])[CH:21]=[CH:20][C:13]=1[CH:14]=[C:15]([C:18]#[N:19])[C:16]#[N:17], predict the reaction product. The product is: [NH2:19][CH2:18][C:15]1[C:16]([NH2:17])=[N:6][C:5]([C:4]2[CH:8]=[CH:9][CH:10]=[C:2]([F:1])[CH:3]=2)=[N:7][C:14]=1[C:13]1[CH:20]=[CH:21][C:22]([Cl:24])=[CH:23][C:12]=1[Cl:11]. (3) Given the reactants [CH2:1]([C:4]1[CH:9]=[CH:8][C:7]([C:10]2[CH:15]=[CH:14][C:13]([CH:16]=[CH:17][C:18]3([F:29])[C:23]([F:24])=[C:22]([O:25][CH2:26][CH3:27])[CH:21]=[CH:20][CH:19]3[CH3:28])=[CH:12][CH:11]=2)=[CH:6][CH:5]=1)[CH2:2][CH3:3].[H][H], predict the reaction product. The product is: [CH2:1]([C:4]1[CH:5]=[CH:6][C:7]([C:10]2[CH:15]=[CH:14][C:13]([CH2:16][CH2:17][C:18]3([F:29])[C:23]([F:24])=[C:22]([O:25][CH2:26][CH3:27])[CH:21]=[CH:20][CH:19]3[CH3:28])=[CH:12][CH:11]=2)=[CH:8][CH:9]=1)[CH2:2][CH3:3]. (4) The product is: [C:1]([O:5][C:6]([N:8]1[CH2:13][CH2:12][N:11]([C:14]2[C:15]3[C:29]([Cl:30])=[CH:28][N:27]=[C:26]([N:37]([CH3:38])[CH3:36])[C:16]=3[N:17]=[C:18]([C:20]3[CH:25]=[CH:24][N:23]=[CH:22][CH:21]=3)[N:19]=2)[CH2:10][CH2:9]1)=[O:7])([CH3:4])([CH3:2])[CH3:3]. Given the reactants [C:1]([O:5][C:6]([N:8]1[CH2:13][CH2:12][N:11]([C:14]2[C:15]3[C:29]([Cl:30])=[CH:28][N:27]=[C:26](C4C=CNN=4)[C:16]=3[N:17]=[C:18]([C:20]3[CH:25]=[CH:24][N:23]=[CH:22][CH:21]=3)[N:19]=2)[CH2:10][CH2:9]1)=[O:7])([CH3:4])([CH3:3])[CH3:2].[CH3:36][N:37](C=O)[CH3:38].CNC, predict the reaction product. (5) Given the reactants [NH:1](C(OCC1C2C(=CC=CC=2)C2C1=CC=CC=2)=O)[C@H:2]([C:15]([NH:17][C@H:18]([C:31]([NH:33][C@H:34]([C:50]([O:52][CH3:53])=[O:51])[CH2:35][CH2:36][CH2:37][CH2:38][NH:39][C:40]([O:42][CH2:43][C:44]1[CH:49]=[CH:48][CH:47]=[CH:46][CH:45]=1)=[O:41])=[O:32])[CH2:19][CH2:20][CH2:21][CH2:22][NH:23][C:24]([O:26][C:27]([CH3:30])([CH3:29])[CH3:28])=[O:25])=[O:16])[CH2:3][CH2:4][CH2:5][CH2:6][NH:7][C:8]([O:10][C:11]([CH3:14])([CH3:13])[CH3:12])=[O:9].CNC.[NH:74]([C:94]([O:96][C:97]([CH3:100])([CH3:99])[CH3:98])=[O:95])[C@H:75]([C:91](O)=[O:92])[CH2:76][CH2:77][CH2:78][CH2:79][NH:80][C:81]([O:83][CH2:84][C:85]1[CH:90]=[CH:89][CH:88]=[CH:87][CH:86]=1)=[O:82].C1C=CC2N(O)N=NC=2C=1.CCN=C=NCCCN(C)C.Cl, predict the reaction product. The product is: [NH:74]([C:94]([O:96][C:97]([CH3:100])([CH3:99])[CH3:98])=[O:95])[C@H:75]([C:91]([NH:1][C@H:2]([C:15]([NH:17][C@H:18]([C:31]([NH:33][C@H:34]([C:50]([O:52][CH3:53])=[O:51])[CH2:35][CH2:36][CH2:37][CH2:38][NH:39][C:40]([O:42][CH2:43][C:44]1[CH:49]=[CH:48][CH:47]=[CH:46][CH:45]=1)=[O:41])=[O:32])[CH2:19][CH2:20][CH2:21][CH2:22][NH:23][C:24]([O:26][C:27]([CH3:29])([CH3:28])[CH3:30])=[O:25])=[O:16])[CH2:3][CH2:4][CH2:5][CH2:6][NH:7][C:8]([O:10][C:11]([CH3:12])([CH3:14])[CH3:13])=[O:9])=[O:92])[CH2:76][CH2:77][CH2:78][CH2:79][NH:80][C:81]([O:83][CH2:84][C:85]1[CH:86]=[CH:87][CH:88]=[CH:89][CH:90]=1)=[O:82]. (6) Given the reactants [NH2:1][C:2]1[CH:14]=[C:13]([CH2:15][CH2:16][C:17]2[CH:22]=[CH:21][CH:20]=[CH:19][CH:18]=2)[CH:12]=[CH:11][C:3]=1[C:4]([O:6][C:7]([CH3:10])([CH3:9])[CH3:8])=[O:5].C(=O)([O-])[O-].[Cs+].[Cs+].Br[C:30]1[CH:38]=[CH:37][CH:36]=[CH:35][C:31]=1[N:32]([CH3:34])[CH3:33].C1(P(C2CCCCC2)C2C=CC=CC=2C2C(C(C)C)=CC(C(C)C)=CC=2C(C)C)CCCCC1.C(O)(=O)CC(CC(O)=O)(C(O)=O)O, predict the reaction product. The product is: [CH3:33][N:32]([CH3:34])[C:31]1[CH:35]=[CH:36][CH:37]=[CH:38][C:30]=1[NH:1][C:2]1[CH:14]=[C:13]([CH2:15][CH2:16][C:17]2[CH:18]=[CH:19][CH:20]=[CH:21][CH:22]=2)[CH:12]=[CH:11][C:3]=1[C:4]([O:6][C:7]([CH3:10])([CH3:9])[CH3:8])=[O:5]. (7) Given the reactants C1(C(C2C=CC=CC=2)[N:8]2[CH2:11][CH:10]([N:12]3[CH2:17][CH2:16][N:15]4[C:18](=[O:21])[CH2:19][CH2:20][C@@H:14]4[CH2:13]3)[CH2:9]2)C=CC=CC=1, predict the reaction product. The product is: [NH:8]1[CH2:9][CH:10]([N:12]2[CH2:17][CH2:16][N:15]3[C:18](=[O:21])[CH2:19][CH2:20][C@@H:14]3[CH2:13]2)[CH2:11]1. (8) Given the reactants [Br:1][C:2]1[CH:10]=[C:9]2[C:5]([C:6]([CH:11]=[O:12])=[CH:7][NH:8]2)=[CH:4][CH:3]=1.[H-].[Na+].[CH3:15][O:16][C:17]1[CH:22]=[CH:21][C:20]([S:23](Cl)(=[O:25])=[O:24])=[CH:19][C:18]=1[N:27]1[CH2:32][CH2:31][O:30][CH2:29][CH2:28]1, predict the reaction product. The product is: [Br:1][C:2]1[CH:10]=[C:9]2[C:5]([C:6]([CH:11]=[O:12])=[CH:7][N:8]2[S:23]([C:20]2[CH:21]=[CH:22][C:17]([O:16][CH3:15])=[C:18]([N:27]3[CH2:32][CH2:31][O:30][CH2:29][CH2:28]3)[CH:19]=2)(=[O:24])=[O:25])=[CH:4][CH:3]=1. (9) Given the reactants [C:1]1(=[O:11])[C:5]2([CH2:10][CH2:9][CH2:8][NH:7][CH2:6]2)[CH2:4][CH2:3][NH:2]1.Cl[C:13]1[CH:18]=[CH:17][C:16]([C:19]([F:22])([F:21])[F:20])=[CH:15][N:14]=1.C(N(CC)C(C)C)(C)C.CN1CCCC1=O, predict the reaction product. The product is: [F:20][C:19]([F:22])([F:21])[C:16]1[CH:17]=[CH:18][C:13]([N:7]2[CH2:8][CH2:9][CH2:10][C:5]3([C:1](=[O:11])[NH:2][CH2:3][CH2:4]3)[CH2:6]2)=[N:14][CH:15]=1. (10) Given the reactants [CH2:1]([C:5]1[C:9]([CH2:10][C:11]([OH:13])=[O:12])=[C:8]([CH3:14])[N:7]([C:15]2[CH:20]=[CH:19][CH:18]=[CH:17][CH:16]=2)[N:6]=1)CCC.[C:21]1(C(=O)CC(=O)C)[CH:26]=[CH:25]C=[CH:23][CH:22]=1, predict the reaction product. The product is: [CH3:1][C:5]1[C:9]([CH2:10][C:11]([OH:13])=[O:12])=[C:8]([C:14]2[CH:25]=[CH:26][CH:21]=[CH:22][CH:23]=2)[N:7]([C:15]2[CH:16]=[CH:17][CH:18]=[CH:19][CH:20]=2)[N:6]=1.